This data is from Catalyst prediction with 721,799 reactions and 888 catalyst types from USPTO. The task is: Predict which catalyst facilitates the given reaction. (1) Reactant: Cl[CH:2]([CH:8]=O)[C:3]([O:5][CH2:6][CH3:7])=[O:4].[Br:10][C:11]1[CH:16]=[CH:15][N:14]=[C:13]([NH2:17])[CH:12]=1. Product: [Br:10][C:11]1[CH:16]=[CH:15][N:14]2[C:2]([C:3]([O:5][CH2:6][CH3:7])=[O:4])=[CH:8][N:17]=[C:13]2[CH:12]=1. The catalyst class is: 8. (2) Reactant: [NH2:1][C:2]1[CH:3]=[C:4]([CH:27]=[CH:28][C:29]=1[OH:30])[CH2:5][N:6]1[CH2:11][CH2:10][CH:9]([NH:12][C:13]([C:15]2[O:16][C:17]3[C:22]([C:23](=[O:25])[CH:24]=2)=[CH:21][CH:20]=[C:19]([F:26])[CH:18]=3)=[O:14])[CH2:8][CH2:7]1.C(=O)([O-])[O-].[K+].[K+].[CH3:37][C:38](C)=[O:39].BrCC(Br)=O. Product: [F:26][C:19]1[CH:18]=[C:17]2[C:22]([C:23](=[O:25])[CH:24]=[C:15]([C:13]([NH:12][CH:9]3[CH2:8][CH2:7][N:6]([CH2:5][C:4]4[CH:27]=[CH:28][C:29]5[O:30][CH2:37][C:38](=[O:39])[NH:1][C:2]=5[CH:3]=4)[CH2:11][CH2:10]3)=[O:14])[O:16]2)=[CH:21][CH:20]=1. The catalyst class is: 3. (3) Reactant: C[O:2][C:3]([C:5]1[S:6][C:7]([C:27]#[C:28][C:29]([CH3:32])([CH3:31])[CH3:30])=[CH:8][C:9]=1[N:10]([C:18]([CH:20]1[CH2:25][CH2:24][CH:23]([CH3:26])[CH2:22][CH2:21]1)=[O:19])[NH:11]C(=O)C(F)(F)F)=[O:4].[OH-].[Na+].Cl. Product: [CH3:30][C:29]([CH3:31])([CH3:32])[C:28]#[C:27][C:7]1[S:6][C:5]([C:3]([OH:4])=[O:2])=[C:9]([N:10]([C:18]([CH:20]2[CH2:21][CH2:22][CH:23]([CH3:26])[CH2:24][CH2:25]2)=[O:19])[NH2:11])[CH:8]=1. The catalyst class is: 25.